Dataset: Catalyst prediction with 721,799 reactions and 888 catalyst types from USPTO. Task: Predict which catalyst facilitates the given reaction. (1) Reactant: Cl[C:2]([C:11]([F:14])([F:13])[F:12])=[C:3]([C:9]#[N:10])[C:4]([O:6]CC)=O.[N+:15]([C:18]1[CH:26]=[CH:25][C:21]([C:22](=[NH:24])[NH2:23])=[CH:20][CH:19]=1)([O-:17])=[O:16].Cl. Product: [OH:6][C:4]1[C:3]([C:9]#[N:10])=[C:2]([C:11]([F:12])([F:13])[F:14])[N:24]=[C:22]([C:21]2[CH:20]=[CH:19][C:18]([N+:15]([O-:17])=[O:16])=[CH:26][CH:25]=2)[N:23]=1. The catalyst class is: 801. (2) Reactant: [NH:1]1[C:5]2[CH:6]=[CH:7][CH:8]=[CH:9][C:4]=2[N:3]=[C:2]1[CH2:10][N:11]1[C@@H:24]2[C@@H:15]([CH2:16][CH2:17][C:18]3[C:23]2=[N:22][CH:21]=[CH:20][CH:19]=3)[CH2:14][CH2:13][CH2:12]1.C(=O)([O-])[O-].[K+].[K+].Cl.Cl[CH2:33][CH2:34][CH2:35][N:36]([CH3:38])[CH3:37].[I-].[K+]. Product: [N:11]1([CH2:10][C:2]2[N:3]([CH2:33][CH2:34][CH2:35][N:36]([CH3:38])[CH3:37])[C:4]3[CH:9]=[CH:8][CH:7]=[CH:6][C:5]=3[N:1]=2)[C@@H:24]2[C@@H:15]([CH2:16][CH2:17][C:18]3[C:23]2=[N:22][CH:21]=[CH:20][CH:19]=3)[CH2:14][CH2:13][CH2:12]1. The catalyst class is: 35.